Dataset: Full USPTO retrosynthesis dataset with 1.9M reactions from patents (1976-2016). Task: Predict the reactants needed to synthesize the given product. (1) Given the product [F:40][C:41]1[CH:42]=[C:43]([CH2:67][CH2:68][C:69]([OH:71])=[O:70])[CH:44]=[C:45]([F:66])[C:46]=1[O:47][CH2:48][C:49]1[C:53]([C:54]2[CH:59]=[CH:58][C:57]([O:60][CH3:61])=[CH:56][CH:55]=2)=[CH:52][S:51][C:50]=1[C:62]([F:64])([F:65])[F:63], predict the reactants needed to synthesize it. The reactants are: CS(OCC1C(C2C=CC(OC)=CC=2)=CSC=1C(F)(F)F)(=O)=O.FC1C=C(O)C=C(F)C=1CCC(OCC)=O.[F:40][C:41]1[CH:42]=[C:43]([CH2:67][CH2:68][C:69]([O:71]CC)=[O:70])[CH:44]=[C:45]([F:66])[C:46]=1[O:47][CH2:48][C:49]1[C:53]([C:54]2[CH:59]=[CH:58][C:57]([O:60][CH3:61])=[CH:56][CH:55]=2)=[CH:52][S:51][C:50]=1[C:62]([F:65])([F:64])[F:63]. (2) Given the product [CH2:1]([O:3][C:4](=[O:17])[CH2:5][O:6][C:7]1[CH:12]=[CH:11][C:10]([B:18]2[O:22][C:21]([CH3:24])([CH3:23])[C:20]([CH3:26])([CH3:25])[O:19]2)=[CH:9][C:8]=1[O:14][CH2:15][CH3:16])[CH3:2], predict the reactants needed to synthesize it. The reactants are: [CH2:1]([O:3][C:4](=[O:17])[CH2:5][O:6][C:7]1[CH:12]=[CH:11][C:10](Br)=[CH:9][C:8]=1[O:14][CH2:15][CH3:16])[CH3:2].[B:18]1([B:18]2[O:22][C:21]([CH3:24])([CH3:23])[C:20]([CH3:26])([CH3:25])[O:19]2)[O:22][C:21]([CH3:24])([CH3:23])[C:20]([CH3:26])([CH3:25])[O:19]1.C([O-])(=O)C.[K+].